This data is from TCR-epitope binding with 47,182 pairs between 192 epitopes and 23,139 TCRs. The task is: Binary Classification. Given a T-cell receptor sequence (or CDR3 region) and an epitope sequence, predict whether binding occurs between them. (1) The epitope is EPLPQGQLTAY. The TCR CDR3 sequence is CATSDGSYSNQPQHF. Result: 0 (the TCR does not bind to the epitope). (2) The epitope is YLNTLTLAV. The TCR CDR3 sequence is CASSSDYSYEQYF. Result: 1 (the TCR binds to the epitope). (3) The epitope is AVFDRKSDAK. The TCR CDR3 sequence is CASTFVYGVDSPLHF. Result: 1 (the TCR binds to the epitope). (4) The epitope is TFYLTNDVSFL. The TCR CDR3 sequence is CASSLTGGWTDTQYF. Result: 0 (the TCR does not bind to the epitope). (5) The epitope is VLWAHGFEL. The TCR CDR3 sequence is CASSLEAHPSTDTQYF. Result: 1 (the TCR binds to the epitope). (6) The epitope is KLNVGDYFV. The TCR CDR3 sequence is CASGGSATNEKLFF. Result: 0 (the TCR does not bind to the epitope). (7) The epitope is LLQTGIHVRVSQPSL. The TCR CDR3 sequence is CASSLNKAPSEQYF. Result: 1 (the TCR binds to the epitope). (8) The epitope is TLDSKTQSL. The TCR CDR3 sequence is CASSLLRDSPTDTQYF. Result: 0 (the TCR does not bind to the epitope). (9) The epitope is GMFNMLSTVLGVS. The TCR CDR3 sequence is CASSLASGGLNEQFF. Result: 1 (the TCR binds to the epitope). (10) The epitope is PROT_97E67BCC. The TCR CDR3 sequence is CASSRWASGGDEQFF. Result: 1 (the TCR binds to the epitope).